This data is from Peptide-MHC class II binding affinity with 134,281 pairs from IEDB. The task is: Regression. Given a peptide amino acid sequence and an MHC pseudo amino acid sequence, predict their binding affinity value. This is MHC class II binding data. (1) The peptide sequence is TTRQYANASIGLFGA. The MHC is DRB1_0701 with pseudo-sequence DRB1_0701. The binding affinity (normalized) is 0.0637. (2) The peptide sequence is QQSSINISGYNFSLG. The MHC is H-2-IAb with pseudo-sequence H-2-IAb. The binding affinity (normalized) is 0. (3) The peptide sequence is LVKPGAGIMIFDPYG. The MHC is DRB1_1101 with pseudo-sequence DRB1_1101. The binding affinity (normalized) is 0.0862. (4) The peptide sequence is EKKYFAATQFEPLMA. The MHC is HLA-DPA10103-DPB10401 with pseudo-sequence HLA-DPA10103-DPB10401. The binding affinity (normalized) is 0.956. (5) The peptide sequence is GKIILVAVHVASGYI. The MHC is HLA-DQA10104-DQB10503 with pseudo-sequence HLA-DQA10104-DQB10503. The binding affinity (normalized) is 0.181.